Task: Regression/Classification. Given a drug SMILES string, predict its absorption, distribution, metabolism, or excretion properties. Task type varies by dataset: regression for continuous measurements (e.g., permeability, clearance, half-life) or binary classification for categorical outcomes (e.g., BBB penetration, CYP inhibition). Dataset: b3db_classification.. Dataset: Blood-brain barrier permeability classification from the B3DB database (1) The molecule is OCCN1CCN(C2CC(c3ccc(F)cc3)c3ccc(C(F)(F)F)cc32)CC1. The result is 1 (penetrates BBB). (2) The compound is Cc1cc(N(C)C)ccc1C[C@@H](C)N. The result is 1 (penetrates BBB). (3) The molecule is CNCCCN1c2ccccc2Sc2ccccc21. The result is 1 (penetrates BBB). (4) The molecule is CC(=O)[C@H]1CC[C@H]2[C@@H]3CC[C@H]4C[C@](C)(O)CC[C@]4(C)[C@H]3CC[C@]12C. The result is 1 (penetrates BBB).